From a dataset of NCI-60 drug combinations with 297,098 pairs across 59 cell lines. Regression. Given two drug SMILES strings and cell line genomic features, predict the synergy score measuring deviation from expected non-interaction effect. (1) Drug 1: CN(C)N=NC1=C(NC=N1)C(=O)N. Drug 2: C1C(C(OC1N2C=NC3=C(N=C(N=C32)Cl)N)CO)O. Cell line: NCI/ADR-RES. Synergy scores: CSS=33.0, Synergy_ZIP=-10.8, Synergy_Bliss=-4.00, Synergy_Loewe=-77.3, Synergy_HSA=-4.17. (2) Drug 1: CC1=CC=C(C=C1)C2=CC(=NN2C3=CC=C(C=C3)S(=O)(=O)N)C(F)(F)F. Drug 2: CC1C(C(CC(O1)OC2CC(CC3=C2C(=C4C(=C3O)C(=O)C5=C(C4=O)C(=CC=C5)OC)O)(C(=O)CO)O)N)O.Cl. Cell line: K-562. Synergy scores: CSS=37.6, Synergy_ZIP=-1.89, Synergy_Bliss=-0.126, Synergy_Loewe=-12.1, Synergy_HSA=1.67. (3) Drug 1: CN1CCC(CC1)COC2=C(C=C3C(=C2)N=CN=C3NC4=C(C=C(C=C4)Br)F)OC. Cell line: LOX IMVI. Drug 2: CC1=CC=C(C=C1)C2=CC(=NN2C3=CC=C(C=C3)S(=O)(=O)N)C(F)(F)F. Synergy scores: CSS=7.57, Synergy_ZIP=-3.21, Synergy_Bliss=-0.517, Synergy_Loewe=-10.7, Synergy_HSA=1.10. (4) Drug 1: CC(C1=C(C=CC(=C1Cl)F)Cl)OC2=C(N=CC(=C2)C3=CN(N=C3)C4CCNCC4)N. Synergy scores: CSS=21.1, Synergy_ZIP=-6.95, Synergy_Bliss=-1.31, Synergy_Loewe=-11.9, Synergy_HSA=-1.56. Cell line: ACHN. Drug 2: CC1=C2C(C(=O)C3(C(CC4C(C3C(C(C2(C)C)(CC1OC(=O)C(C(C5=CC=CC=C5)NC(=O)OC(C)(C)C)O)O)OC(=O)C6=CC=CC=C6)(CO4)OC(=O)C)O)C)O. (5) Drug 1: C1C(C(OC1N2C=C(C(=O)NC2=O)F)CO)O. Drug 2: C1=CN(C(=O)N=C1N)C2C(C(C(O2)CO)O)O.Cl. Cell line: ACHN. Synergy scores: CSS=62.3, Synergy_ZIP=-2.05, Synergy_Bliss=-2.54, Synergy_Loewe=2.26, Synergy_HSA=3.25.